From a dataset of Forward reaction prediction with 1.9M reactions from USPTO patents (1976-2016). Predict the product of the given reaction. (1) Given the reactants [OH:1][C:2]1[CH:28]=[CH:27][C:5]([O:6][C:7]2[CH:8]=[C:9]([CH:24]=[CH:25][CH:26]=2)[CH:10]=[C:11]2[CH2:16][CH2:15][N:14]([C:17]([O:19][C:20]([CH3:23])([CH3:22])[CH3:21])=[O:18])[CH2:13][CH2:12]2)=[CH:4][CH:3]=1.C(=O)([O-])[O-].[K+].[K+].I[CH2:36][C:37]([F:40])([F:39])[F:38], predict the reaction product. The product is: [F:38][C:37]([F:40])([F:39])[CH2:36][O:1][C:2]1[CH:3]=[CH:4][C:5]([O:6][C:7]2[CH:8]=[C:9]([CH:24]=[CH:25][CH:26]=2)[CH:10]=[C:11]2[CH2:16][CH2:15][N:14]([C:17]([O:19][C:20]([CH3:21])([CH3:22])[CH3:23])=[O:18])[CH2:13][CH2:12]2)=[CH:27][CH:28]=1. (2) Given the reactants [F:1][C:2]([F:7])([F:6])[C:3]([OH:5])=[O:4].[F:8][C:9]([F:14])([F:13])[C:10]([OH:12])=[O:11].FC(F)(F)C(O)=O.[Cl:22][C:23]1[CH:24]=[N:25][C:26]2[NH:27][C:28]3[CH:29]=[N:30][CH:31]=[C:32]([CH:54]=3)[CH2:33][CH2:34][C:35]3[CH:43]=[C:39]([NH:40][C:41]=1[N:42]=2)[CH:38]=[CH:37][C:36]=3[NH:44][C:45](=[O:53])[CH2:46][CH:47]1[CH2:52][CH2:51][NH:50][CH2:49][CH2:48]1.[CH3:55][N:56]1[CH:60]=[C:59]([C:61](Cl)=[O:62])[CH:58]=[N:57]1, predict the reaction product. The product is: [F:1][C:2]([F:7])([F:6])[C:3]([OH:5])=[O:4].[F:8][C:9]([F:14])([F:13])[C:10]([OH:12])=[O:11].[Cl:22][C:23]1[CH:24]=[N:25][C:26]2[NH:27][C:28]3[CH:29]=[N:30][CH:31]=[C:32]([CH:54]=3)[CH2:33][CH2:34][C:35]3[CH:43]=[C:39]([NH:40][C:41]=1[N:42]=2)[CH:38]=[CH:37][C:36]=3[NH:44][C:45](=[O:53])[CH2:46][CH:47]1[CH2:52][CH2:51][N:50]([C:61]([C:59]2[CH:58]=[N:57][N:56]([CH3:55])[CH:60]=2)=[O:62])[CH2:49][CH2:48]1. (3) Given the reactants Cl[C:2]1[N:6]([CH3:7])[C:5]2[C:8]([CH:13]([CH2:16][CH3:17])[CH2:14][CH3:15])=[CH:9][CH:10]=[C:11]([Cl:12])[C:4]=2[N:3]=1.[Br:18][C:19]1[CH:24]=[C:23]([CH3:25])[C:22]([OH:26])=[C:21]([Cl:27])[CH:20]=1, predict the reaction product. The product is: [Br:18][C:19]1[CH:24]=[C:23]([CH3:25])[C:22]([O:26][C:2]2[N:6]([CH3:7])[C:5]3[C:8]([CH:13]([CH2:16][CH3:17])[CH2:14][CH3:15])=[CH:9][CH:10]=[C:11]([Cl:12])[C:4]=3[N:3]=2)=[C:21]([Cl:27])[CH:20]=1. (4) Given the reactants Br[CH2:2][C:3]1[NH:8][C:7]([C:9]2[S:10][CH:11]=[CH:12][N:13]=2)=[N:6][CH:5]([C:14]2[CH:19]=[CH:18][C:17]([Cl:20])=[CH:16][C:15]=2[Cl:21])[C:4]=1[C:22]([O:24][CH2:25][CH3:26])=[O:23].Cl.[NH:28]1[CH2:33][CH2:32][O:31][CH2:30][CH:29]1[C:34]([O:36][CH:37]([CH3:39])[CH3:38])=[O:35], predict the reaction product. The product is: [Cl:21][C:15]1[CH:16]=[C:17]([Cl:20])[CH:18]=[CH:19][C:14]=1[CH:5]1[N:6]=[C:7]([C:9]2[S:10][CH:11]=[CH:12][N:13]=2)[NH:8][C:3]([CH2:2][N:28]2[CH2:33][CH2:32][O:31][CH2:30][CH:29]2[C:34]([O:36][CH:37]([CH3:39])[CH3:38])=[O:35])=[C:4]1[C:22]([O:24][CH2:25][CH3:26])=[O:23]. (5) Given the reactants CS(O[CH2:6][CH2:7][C:8]1[CH:13]=[CH:12][CH:11]=[CH:10][C:9]=1[Br:14])(=O)=O.[CH2:15]([NH2:20])[CH2:16][CH2:17][CH2:18][CH3:19].C(=O)([O-])[O-].[K+].[K+].O1CCCC1, predict the reaction product. The product is: [Br:14][C:9]1[CH:10]=[CH:11][CH:12]=[CH:13][C:8]=1[CH2:7][CH2:6][NH:20][CH2:15][CH2:16][CH2:17][CH2:18][CH3:19]. (6) Given the reactants [F:1][C:2]1[CH:10]=[CH:9][CH:8]=[CH:7][C:3]=1[C:4]([OH:6])=[O:5].[H-].[Na+].[CH2:13]([O:15][C:16](=[O:27])[CH:17](Cl)[C:18](=[O:25])[C:19]1[CH:24]=[CH:23][CH:22]=[CH:21][CH:20]=1)[CH3:14], predict the reaction product. The product is: [CH2:13]([O:15][C:16]([CH:17]([O:5][C:4](=[O:6])[C:3]1[CH:7]=[CH:8][CH:9]=[CH:10][C:2]=1[F:1])[C:18](=[O:25])[C:19]1[CH:24]=[CH:23][CH:22]=[CH:21][CH:20]=1)=[O:27])[CH3:14].